Dataset: Peptide-MHC class I binding affinity with 185,985 pairs from IEDB/IMGT. Task: Regression. Given a peptide amino acid sequence and an MHC pseudo amino acid sequence, predict their binding affinity value. This is MHC class I binding data. (1) The peptide sequence is EVDQTKIQY. The MHC is HLA-A80:01 with pseudo-sequence HLA-A80:01. The binding affinity (normalized) is 0.0847. (2) The peptide sequence is VWKQLFPEL. The MHC is HLA-B15:17 with pseudo-sequence HLA-B15:17. The binding affinity (normalized) is 0.0847. (3) The peptide sequence is AISKLGINY. The MHC is HLA-A03:01 with pseudo-sequence HLA-A03:01. The binding affinity (normalized) is 0.521.